This data is from Forward reaction prediction with 1.9M reactions from USPTO patents (1976-2016). The task is: Predict the product of the given reaction. (1) Given the reactants C[Si](C)(C)[N-][Si](C)(C)C.[Li+].[C:11]([O:15][C:16]([NH:18][C@H:19]1[CH2:23][C@@H:22]([C:24]([O:26][CH3:27])=[O:25])[CH:21]=[CH:20]1)=[O:17])([CH3:14])([CH3:13])[CH3:12].Cl[CH2:29][O:30][CH2:31][CH3:32], predict the reaction product. The product is: [C:11]([O:15][C:16]([NH:18][C@H:19]1[CH2:23][C@@:22]([CH2:29][O:30][CH2:31][CH3:32])([C:24]([O:26][CH3:27])=[O:25])[CH:21]=[CH:20]1)=[O:17])([CH3:14])([CH3:13])[CH3:12]. (2) Given the reactants [CH3:1][O:2][C:3]1[C:4]([NH:15][C:16](=[O:20])OCC)=[N:5][C:6]2[C:11]([N:12]=1)=[CH:10][C:9]([O:13][CH3:14])=[CH:8][CH:7]=2.[N:21]1[CH:26]=[CH:25][CH:24]=[CH:23][C:22]=1[N:27]1[CH2:32][CH2:31][NH:30][CH2:29][CH2:28]1, predict the reaction product. The product is: [CH3:1][O:2][C:3]1[C:4]([NH:15][C:16]([N:30]2[CH2:31][CH2:32][N:27]([C:22]3[CH:23]=[CH:24][CH:25]=[CH:26][N:21]=3)[CH2:28][CH2:29]2)=[O:20])=[N:5][C:6]2[C:11]([N:12]=1)=[CH:10][C:9]([O:13][CH3:14])=[CH:8][CH:7]=2. (3) Given the reactants [CH3:1][Br:2].[N:3]1[CH:8]=[CH:7][CH:6]=[C:5]([CH3:9])[CH:4]=1, predict the reaction product. The product is: [Br-:2].[CH3:1][N+:3]1[CH:8]=[CH:7][CH:6]=[C:5]([CH3:9])[CH:4]=1. (4) Given the reactants [N:1]1([CH2:6][CH2:7][CH2:8][O:9][C:10]2[CH:15]=[CH:14][C:13]([C:16]3([CH2:22][OH:23])[CH2:21][CH2:20][O:19][CH2:18][CH2:17]3)=[CH:12][CH:11]=2)[CH2:5][CH2:4][CH2:3][CH2:2]1.Br[C:25]1[CH:30]=[CH:29][N:28]=[CH:27][CH:26]=1, predict the reaction product. The product is: [N:1]1([CH2:6][CH2:7][CH2:8][O:9][C:10]2[CH:15]=[CH:14][C:13]([C:16]3([CH2:22][O:23][C:25]4[CH:30]=[CH:29][N:28]=[CH:27][CH:26]=4)[CH2:17][CH2:18][O:19][CH2:20][CH2:21]3)=[CH:12][CH:11]=2)[CH2:5][CH2:4][CH2:3][CH2:2]1.